This data is from Tyrosyl-DNA phosphodiesterase HTS with 341,365 compounds. The task is: Binary Classification. Given a drug SMILES string, predict its activity (active/inactive) in a high-throughput screening assay against a specified biological target. (1) The molecule is Brc1cc2c(oc(=O)c(c2)C(=O)Nn2cnnc2)cc1. The result is 0 (inactive). (2) The drug is S(=O)(=O)(N1CC(CCC1)C(=O)Nc1c(cc(F)cc1)C)c1cc2CCCC(=O)Nc2cc1. The result is 0 (inactive). (3) The molecule is S(=O)(=O)(c1cc2nc(SCC(=O)NCCc3ccccc3)oc2cc1)CC. The result is 0 (inactive). (4) The result is 0 (inactive). The molecule is O=C(N1CCN(CC1)CCc1ccncc1)c1ccc(OCC(C)C)cc1. (5) The molecule is Clc1cc2c(SCC(=O)NCCCC)c3CCCCc3nc2cc1. The result is 0 (inactive). (6) The drug is s1c(CCC(=O)N2CC(Nc3cc(c(cc3)C)C)CCC2)c(nc1)C. The result is 0 (inactive). (7) The molecule is S(=O)(=O)(N1CC(CCC1)(Cc1cc(OC)ccc1)CO)N(C)C. The result is 0 (inactive). (8) The drug is Ic1c(CN2S(=O)(=O)N(C=C(C2C)C(OCC)=O)CC#C)cccc1. The result is 0 (inactive). (9) The compound is Clc1c(OC)cc(NC(=O)c2nn3c(cc(nc3c2)C2CC2)C(F)(F)F)c(OC)c1. The result is 0 (inactive). (10) The compound is S(=O)(=O)(NCCc1nc2sccn2c1)c1c(cc(cc1)C)C. The result is 0 (inactive).